This data is from Forward reaction prediction with 1.9M reactions from USPTO patents (1976-2016). The task is: Predict the product of the given reaction. (1) Given the reactants [F:1][C:2]1[CH:30]=[CH:29][C:5]([CH2:6][N:7]2[CH2:16][CH2:15][C:14]3[C:9](=[C:10]([O:26]C)[C:11](=[O:25])[N:12]4[CH2:22][CH2:21][CH2:20][CH2:19][N:18]([CH3:23])[C:17](=[O:24])[C:13]4=3)[C:8]2=[O:28])=[CH:4][CH:3]=1, predict the reaction product. The product is: [F:1][C:2]1[CH:3]=[CH:4][C:5]([CH2:6][N:7]2[CH2:16][CH2:15][C:14]3[C:9](=[C:10]([OH:26])[C:11](=[O:25])[N:12]4[CH2:22][CH2:21][CH2:20][CH2:19][N:18]([CH3:23])[C:17](=[O:24])[C:13]4=3)[C:8]2=[O:28])=[CH:29][CH:30]=1. (2) Given the reactants [O-]CC.[K+].[C:5]([O:12][CH2:13][CH3:14])(=[O:11])[C:6]([O:8]CC)=O.[CH3:15][C:16]1[CH:21]=[CH:20][N:19]=[CH:18][C:17]=1[N+:22]([O-:24])=[O:23], predict the reaction product. The product is: [CH2:13]([O:12][C:5](=[O:11])[C:6](=[O:8])[CH2:15][C:16]1[CH:21]=[CH:20][N:19]=[CH:18][C:17]=1[N+:22]([O-:24])=[O:23])[CH3:14]. (3) Given the reactants Br[C:2]1[C:6]([CH3:7])=[C:5]([NH2:8])[N:4]([C:9]2[CH:14]=[CH:13][CH:12]=[CH:11][CH:10]=2)[N:3]=1.[CH2:15]([N:17]1[CH:21]=[C:20](B2OC(C)(C)C(C)(C)O2)[CH:19]=[N:18]1)[CH3:16].C([O-])([O-])=O.[K+].[K+].O, predict the reaction product. The product is: [CH2:15]([N:17]1[CH:21]=[C:20]([C:2]2[C:6]([CH3:7])=[C:5]([NH2:8])[N:4]([C:9]3[CH:14]=[CH:13][CH:12]=[CH:11][CH:10]=3)[N:3]=2)[CH:19]=[N:18]1)[CH3:16]. (4) Given the reactants Cl[C:2]1[C:11]2=[N:12][N:13](CC3C=CC(OC)=CC=3)[CH:14]=[C:10]2[C:9]2[CH:8]=[C:7]([F:24])[CH:6]=[CH:5][C:4]=2[N:3]=1.[NH2:25][C:26]1[CH:36]=[CH:35][C:29]2[O:30][CH2:31][C:32](=[O:34])[NH:33][C:28]=2[CH:27]=1.Cl, predict the reaction product. The product is: [F:24][C:7]1[CH:6]=[CH:5][C:4]2[N:3]=[C:2]([NH:25][C:26]3[CH:36]=[CH:35][C:29]4[O:30][CH2:31][C:32](=[O:34])[NH:33][C:28]=4[CH:27]=3)[C:11]3[NH:12][N:13]=[CH:14][C:10]=3[C:9]=2[CH:8]=1.